Dataset: Human Reference Interactome with 51,813 positive PPI pairs across 8,248 proteins, plus equal number of experimentally-validated negative pairs. Task: Binary Classification. Given two protein amino acid sequences, predict whether they physically interact or not. (1) Protein 1 (ENSG00000183019) has sequence MEVEEIYKHQEVKMQAPAFRDKKQGVSAKNQGAHDPDYENITLAFKNQDHAKGGHSRPTSQVPAQCRPPSDSTQVPCWLYRAILSLYILLALAFVLCIILSAFIMVKNAEMSKELLGFKRELWNVSNSVQACEERQKRGWDSVQQSITMVRSKIDRLETTLAGIKNIDTKVQKILEVLQKMPQSSPQ*MQAPAFRDKKQGVSAKNQVPAQCRPPSDSTQVPCWLYRAILSLYILLALAFVLCIILSAFIMVKNAEMSKELLGFKRELWNVSNSVQACEERQKRGWDSVQQSITMVRSKID.... Protein 2 (ENSG00000075568) has sequence MGKRAGGGATGATTAAVSTSAGAGLEPAAARSGGPRSAAAGLLGALHLVMTLVVAAARAEKEAFVQSESIIEVLRFDDGGLLQTETTLGLSSYQQKSISLYRGNCRPIRFEPPMLDFHEQPVGMPKMEKVYLHNPSSEETITLVSISATTSHFHASFFQNRKILPGGNTSFDVVFLARVVGNVENTLFINTSNHGVFTYQVFGVGVPNPYRLRPFLGARVPVNSSFSPIINIHNPHSEPLQVVEMYSSGGDLHLELPTGQQGGTRKLWEIPPYETKGVMRASFSSREADNHTAFIRIKTN.... Result: 0 (the proteins do not interact). (2) Protein 1 (ENSG00000182950) has sequence MKLPKGTRSSVYFAQHPEKEPLPSRQEVKQTPVIMAKIKGPGPAKYLRPSCTGYIDHDISMFKAPAYTLHSRHSEKRMVCHSSPGPCYLLDPKITRFGMSSCPQVPMEERISNLRLNPTLASCQYYFEKIHPPGERRAPQYTFGYRRPYRVMDLNPAPNQYQMPLLLGPNTPVSRAAPCYSLASRDKNWFYKEDVAGGPGPTTYARPEPSIYQNRSPTYSMAKRFAYPLDLTPRPGPGSHEVQQVTVHKPHIPAFTMGIKHSLHLCPLVIDIRD*. Protein 2 (ENSG00000144401) has sequence MALVPYEETTEFGLQKFHKPLATFSFANHTIQIRQDWRHLGVAAVVWDAAIVLSTYLEMGAVELRGRSAVELGAGTGLVGIVAALLALKSSMKPLLVHCLLFFSGAHVTITDRKVALEFLKSNVQANLPPHIQTKTVVKELTWGQNLGSFSPGEFDLILGADIIYLEETFTDLLQTLEHLCSNHSVILLACRIRYERDNNFLAMLERQFTVRKVHYDPEKDVHIYEAQKRNQKEDL*MALVPYEETTEFGLQKFHKPLATFSFANHTIQIRQDWRHLGVAAVVWDAAIVLSTYLEMGAVE.... Result: 0 (the proteins do not interact). (3) Protein 1 (ENSG00000111412) has sequence MVNLAAMVWRRLLRKRWVLALVFGLSLVYFLSSTFKQEERAVRDRNLLQVHDHNQPIPWKVQFNLGNSSRPSNQCRNSIQGKHLITDELGYVCERKDLLVNGCCNVNVPSTKQYCCDGCWPNGCCSAYEYCVSCCLQPNKQLLLERFLNRAAVAFQNLFMAVEDHFELCLAKCRTSSQSVQHENTYRDPIAKYCYGESPPELFPA*XFGLSLVYFLSSTFKQSVQHENTYRDPIAKYCYGESPPELFPA*MAVEDHFELCLAKCRTSSQSVQHENTYRDPIAKYCYGESPPELFPA*MVN.... Protein 2 (ENSG00000196900) has sequence MASGKDTCPTLPKLTNNCSDESLYKSANKYEEIHLPRFSLKQGMIPRRYVMPWKENMIFRNVNLKQAEVCGIHTGPLEDSLFLNHSERLCHGEDRKVVFQKGPPEIKIADMPLHSPLSRYQSTVISHGFRRRLV*. Result: 0 (the proteins do not interact). (4) Protein 1 (ENSG00000256060) has sequence MSGSFYFVIVGHHDNPVFEMEFLPAGKAESKDDHRHLNQFIAHAALDLVDENMWLSNNMYLKTVDKFNEWFVSAFVTAGHMRFIMLHDIRQEDGIKNFFTDVYDLYIKFSMNPFYEPNSPIRSSAFDRKVQFLGKKHLLS*. Protein 2 (ENSG00000214212) has sequence MPWTILLFAAGSLAIPAPSIRLVPPYPSSQEDPIHIACMAPGNFPGANFTLYRGGQVVQLLQAPTDQRGVTFNLSGGSSKAPGGPFHCQYGVLGELNQSQLSDLSEPVNVSFPVPTWILVLSLSLAGALFLLAGLVAVALVVRKVKLRNLQKKRDRESCWAQINFDSTDMSFDNSLFTVSAKTMPEEDPATLDDHSGTTATPSNSRTRKRPTSTSSSPETPEFSTFRACQ*. Result: 0 (the proteins do not interact). (5) Protein 1 (ENSG00000171608) has sequence MPPGVDCPMEFWTKEENQSVVVDFLLPTGVYLNFPVSRNANLSTIKQLLWHRAQYEPLFHMLSGPEAYVFTCINQTAEQQELEDEQRRLCDVQPFLPVLRLVAREGDRVKKLINSQISLLIGKGLHEFDSLCDPEVNDFRAKMCQFCEEAAARRQQLGWEAWLQYSFPLQLEPSAQTWGPGTLRLPNRALLVNVKFEGSEESFTFQVSTKDVPLALMACALRKKATVFRQPLVEQPEDYTLQVNGRHEYLYGSYPLCQFQVQKPRAKPPPIPAKKPSSVSLWSLEQPFRIELIQGSKVNA.... Result: 0 (the proteins do not interact). Protein 2 (ENSG00000184575) has sequence MDEQALLGLNPNADSDFRQRALAYFEQLKISPDAWQVCAEALAQRTYSDDHVKFFCFQVLEHQVKYKYSELTTVQQQLIRETLISWLQAQMLNPQPEKTFIRNKAAQVFALLFVTEYLTKWPKFFFDILSVVDLNPRGVDLYLRILMAIDSELVDRDVVHTSEEARRNTLIKDTMREQCIPNLVESWYQILQNYQFTNSEVTCQCLEVVGAYVSWIDLSLIANDRFINMLLGHMSIEVLREEACDCLFEVVNKGMDPVDKMKLVESLCQVLQSAGFFSIDQEEDVDFLARFSKLVNGMGQ.... (6) Protein 1 (ENSG00000166997) has sequence MGPVRLGILLFLFLAVHEAWAGMLKEEDDDTERLPSKCEVCKLLSTELQAELSRTGRSREVLELGQVLDTGKRKRHVPYSVSETRLEEALENLCERILDYSVHAERKGSLRYAKGQSQTMATLKGLVQKGVKVDLGIPLELWDEPSVEVTYLKKQCETMLEEFEDIVGDWYFHHQEQPLQNFLCEGHVLPAAETACLQETWTGKEITDGEEKTEGEEEQEEEEEEEEEEGGDKMTKTGSHPKLDREDL*XCKLLSTELQAELSRTGRSREVLELGQVLDTGKRKRHVPYSVSETRLEEAL.... Protein 2 (ENSG00000174744) has sequence MPVQPPSKDTEEMEAEGDSAAEMNGEEEESEEERSGSQTESEEESSEMDDEDYERRRSECVSEMLDLEKQFSELKEKLFRERLSQLRLRLEEVGAERAPEYTEPLGGLQRSLKIRIQVAGIYKGFCLDVIRNKYECELQGAKQHLESEKLLLYDTLQGELQERIQRLEEDRQSLDLSSEWWDDKLHARGSSRSWDSLPPSKRKKAPLVSGPYIVYMLQEIDILEDWTAIKKARAAVSPQKRKSDGP*MPVQPPSKDTEEMEAEGDSAAEMNGEEEESEEERSGSQTESEEESSEMDDEDY.... Result: 0 (the proteins do not interact). (7) Protein 1 (ENSG00000275066) has sequence MALRPGAGSGGGGAAGAGAGSAGGGGFMFPVAGGIRPPQAGLMPMQQQGFPMVSVMQPNMQGIMGMNYSSQMSQGPIAMQAGIPMGPMPAAGMPYLGQAPFLGMRPPGPQYTPDMQKQFAEEQQKRFEQQQKLLEEERKRRQFEEQKQKLRLLSSVKPKTGEKSRDDALEAIKGNLDGFSRDAKMHPTPASHPKKPGVGVFPSQDPAQPRMPPWIYNESLVPDAYKKILETTMTPTGIDTAKLYPILMSSGLPRETLGQIWALANRTTPGKLTKEELYTVLAMIAVTQVVKPEEDDFQDF.... Protein 2 (ENSG00000104783) has sequence MGGDLVLGLGALRRRKRLLEQEKSLAGWALVLAGTGIGLMVLHAEMLWFGGCSTHFG*VDISKMHMILYDLQQNLSSSHRALEKQIDTLAGKLDALTELLSTALGPRQLPEPSQQSK*XVCCTALLVAVVARKLEFNKAEKHVHNFMMDIQYTKEEGVSCCPQASAQAAGRHQRVRAALYAHVSMCTHVQVTSLHGCVCACPCLSRFRQVRLKHRKLREQVNSMVDISKMHMILYDLQQNLSSSHRALEKQIDTLAGKLDALTELLSTALGPRQLPEPSQQSK*SDTLWLIPITFLTIGY.... Result: 0 (the proteins do not interact).